This data is from CYP2C9 inhibition data for predicting drug metabolism from PubChem BioAssay. The task is: Regression/Classification. Given a drug SMILES string, predict its absorption, distribution, metabolism, or excretion properties. Task type varies by dataset: regression for continuous measurements (e.g., permeability, clearance, half-life) or binary classification for categorical outcomes (e.g., BBB penetration, CYP inhibition). Dataset: cyp2c9_veith. (1) The molecule is CC(Oc1ccccc1)C(=O)Nc1nc2c(s1)C(=O)CC(C)(C)C2. The result is 1 (inhibitor). (2) The molecule is CCOC(=O)[C@@]12C[C@@H]1/C(=N/O)c1ccccc1O2. The result is 0 (non-inhibitor).